This data is from Experimentally validated miRNA-target interactions with 360,000+ pairs, plus equal number of negative samples. The task is: Binary Classification. Given a miRNA mature sequence and a target amino acid sequence, predict their likelihood of interaction. (1) The miRNA is hsa-miR-6740-5p with sequence AGUUUGGGAUGGAGAGAGGAGA. The protein sequence of the target gene is MPSSLFADLERNGSGGGGGGSSGGGETLDDQRALQLALDQLSLLGLDSDEGASLYDSEPRKKSVNMTECVPVPSSEHVAEIVGRQGCKIKALRAKTNTYIKTPVRGEEPVFVVTGRKEDVAMARREIISAAEHFSMIRASRNKNTALNGAVPGPPNLPGQTTIQVRVPYRVVGLVVGPKGATIKRIQQQTHTYIVTPSRDKEPVFEVTGMPENVDRAREEIEAHIALRTGGIIELTDENDFHANGTDVGFDLHHGSGGSGPGSLWSKPTPSITPTPGRKPFSSYRNDSSSSLGSASTDSY.... Result: 0 (no interaction). (2) The miRNA is mmu-miR-17-5p with sequence CAAAGUGCUUACAGUGCAGGUAG. Result: 0 (no interaction). The protein sequence of the target gene is MAAVVEVEVGGGALAERELDEVDMSDLSPEEQWRVEHARMHAKHRGHEAMHAEMVLILIATLVVAQLLLVQWKQRHPRSYNMVTLFQMWVVPLYFTVKLHWWRFLVIWIFFSAVTAFVTFRATRKPLVQTTPRLVYKWFLLIYKISYATGIVGYMAVMFTLFGLNLLFKIKPEDAMDFGISLLFYGLYYGVLERDFAEMCADYMASTIGFYSESGMPTKHLSDSVCAVCGQQIFVDVNEEGIIENTYRLSCNHVFHEFCIRGWCIVGKKQTCPYCKEKVDLKRMFSNPWERPHVMYGQLL.... (3) The miRNA is hsa-miR-3945 with sequence AGGGCAUAGGAGAGGGUUGAUAU. The protein sequence of the target gene is MEAQAQGLLETEPLQGTDEDAVASADFSSMLSEEEKEELKAELVQLEDEITTLRQVLSAKERHLVEIKQKLGMNLMNELKQNFSKSWHDMQTTTAYKKTHETLSHAGQKATAAFSNVGTAISKKFGDMSYSIRHSISMPAMRNSPTFKSFEERVETTVTSLKTKVGGTNPNGGSFEEVLSSTAHASAQSLAGGSRRTKEEELQC. Result: 0 (no interaction). (4) The miRNA is hsa-miR-6837-5p with sequence ACCAGGGCCAGCAGGGAAUGU. The protein sequence of the target gene is MTKTDPAPMAPPPRGEEEEEEEEDEPVPEAPSPTQERRQKPVVHPSAPAPLPKDYAFTFFDPNDPACQEILFDPQTTIPELFAIVRQWVPQVQHKIDVIGNEILRRGCHVNDRDGLTDMTLLHYACKAGAHGVGDPAAAVRLSQQLLALGADVTLRSRWTNMNALHYAAYFDVPDLVRVLLKGARPRVVNSTCSDFNHGSALHIAASSLCLGAAKCLLEHGANPALRNRKGQVPAEVVPDPMDMSLDKAEAALVAKELRTLLEEAVPLSCALPKVTLPNYDNVPGNLMLSALGLRLGDRV.... Result: 0 (no interaction).